This data is from Full USPTO retrosynthesis dataset with 1.9M reactions from patents (1976-2016). The task is: Predict the reactants needed to synthesize the given product. Given the product [O:1]1[CH:5]=[CH:4][CH:3]=[C:2]1[CH:6]([N:22]1[CH:21]=[CH:20][N:24]=[CH:23]1)[C:8]1[CH:13]=[CH:12][C:11]([C:14]2[CH:19]=[CH:18][CH:17]=[CH:16][CH:15]=2)=[N:10][CH:9]=1, predict the reactants needed to synthesize it. The reactants are: [O:1]1[CH:5]=[CH:4][CH:3]=[C:2]1[CH:6]([C:8]1[CH:9]=[N:10][C:11]([C:14]2[CH:19]=[CH:18][CH:17]=[CH:16][CH:15]=2)=[CH:12][CH:13]=1)O.[CH:20]1[N:24]=[CH:23][N:22](C([N:22]2[CH:23]=[N:24][CH:20]=[CH:21]2)=O)[CH:21]=1.